From a dataset of Full USPTO retrosynthesis dataset with 1.9M reactions from patents (1976-2016). Predict the reactants needed to synthesize the given product. (1) Given the product [Cl:1][C:2]1[CH:3]=[CH:4][C:5]([O:12][CH3:13])=[C:6]([S:8]([NH2:14])(=[O:10])=[O:9])[CH:7]=1, predict the reactants needed to synthesize it. The reactants are: [Cl:1][C:2]1[CH:3]=[CH:4][C:5]([O:12][CH3:13])=[C:6]([S:8](Cl)(=[O:10])=[O:9])[CH:7]=1.[NH3:14]. (2) The reactants are: S(Cl)(Cl)=O.[CH2:5]([O:12][C:13]1[CH:14]=[CH:15][C:16]([N+:21]([O-:23])=[O:22])=[C:17]([CH:20]=1)[NH:18][CH3:19])[C:6]1[CH:11]=[CH:10][CH:9]=[CH:8][CH:7]=1.[CH3:24][O:25][C:26]([C:28]1[CH:29]=[C:30]([CH:36]=[CH:37][CH:38]=1)[O:31][CH2:32][C:33]([OH:35])=O)=[O:27]. Given the product [CH2:5]([O:12][C:13]1[CH:14]=[CH:15][C:16]([N+:21]([O-:23])=[O:22])=[C:17]([N:18]([CH3:19])[C:33](=[O:35])[CH2:32][O:31][C:30]2[CH:29]=[C:28]([CH:38]=[CH:37][CH:36]=2)[C:26]([O:25][CH3:24])=[O:27])[CH:20]=1)[C:6]1[CH:7]=[CH:8][CH:9]=[CH:10][CH:11]=1, predict the reactants needed to synthesize it.